Task: Predict the product of the given reaction.. Dataset: Forward reaction prediction with 1.9M reactions from USPTO patents (1976-2016) (1) Given the reactants [O:1]=[C:2]1[N:10]([CH2:11][CH2:12][CH3:13])[C:9]2[NH:8][C:7]([C:14]34[CH2:21][CH2:20][C:17]([CH2:22][CH:23]=[O:24])([CH2:18][CH2:19]3)[CH2:16][CH2:15]4)=[N:6][C:5]=2[C:4](=[O:25])[N:3]1[CH2:26][CH2:27][CH3:28].CC(=CC)C.[O-:34]Cl=O.[Na+], predict the reaction product. The product is: [O:1]=[C:2]1[N:10]([CH2:11][CH2:12][CH3:13])[C:9]2[NH:8][C:7]([C:14]34[CH2:19][CH2:18][C:17]([CH2:22][C:23]([OH:34])=[O:24])([CH2:20][CH2:21]3)[CH2:16][CH2:15]4)=[N:6][C:5]=2[C:4](=[O:25])[N:3]1[CH2:26][CH2:27][CH3:28]. (2) Given the reactants [Cl:1][C:2]1[CH:3]=[C:4]([CH:8]=[CH:9][C:10]=1[C:11](=[O:26])[NH:12][C:13]1[CH:18]=[CH:17][C:16]([Cl:19])=[C:15]([C:20]2[CH:25]=[CH:24][CH:23]=[CH:22][N:21]=2)[CH:14]=1)[C:5](O)=[O:6].C([N:34]1[CH2:39][CH2:38][NH:37][CH2:36][CH2:35]1)(OC(C)(C)C)=O, predict the reaction product. The product is: [Cl:1][C:2]1[CH:3]=[C:4]([C:5]([N:34]2[CH2:39][CH2:38][NH:37][CH2:36][CH2:35]2)=[O:6])[CH:8]=[CH:9][C:10]=1[C:11]([NH:12][C:13]1[CH:18]=[CH:17][C:16]([Cl:19])=[C:15]([C:20]2[CH:25]=[CH:24][CH:23]=[CH:22][N:21]=2)[CH:14]=1)=[O:26]. (3) Given the reactants C(OC([N:8]1[CH2:32][CH2:31][C:11]2([O:15][N:14]=[C:13]([C:16]([N:18]3[CH2:23][CH2:22][N:21]([C:24]4[C:29]([Cl:30])=[CH:28][CH:27]=[CH:26][N:25]=4)[CH2:20][CH2:19]3)=[O:17])[CH2:12]2)[CH2:10][CH2:9]1)=O)(C)(C)C.Cl.C(O)(C)C, predict the reaction product. The product is: [ClH:30].[Cl:30][C:29]1[C:24]([N:21]2[CH2:20][CH2:19][N:18]([C:16]([C:13]3[CH2:12][C:11]4([CH2:31][CH2:32][NH:8][CH2:9][CH2:10]4)[O:15][N:14]=3)=[O:17])[CH2:23][CH2:22]2)=[N:25][CH:26]=[CH:27][CH:28]=1.